This data is from Reaction yield outcomes from USPTO patents with 853,638 reactions. The task is: Predict the reaction yield, written as a fraction of the theoretical maximum amount of product (1.0 means a 100% yield; for example, 0.34 means a 34% yield). (1) The reactants are [CH3:17][N:16]([CH3:18])[C:14](=[O:15])[C:13]1[CH:19]=[CH:20][CH:21]=[CH:22][C:12]=1[S:11][S:11][C:12]1[CH:22]=[CH:21][CH:20]=[CH:19][C:13]=1[C:14]([N:16]([CH3:18])[CH3:17])=[O:15].S(Cl)(Cl)(=O)=O.[NH:30]1[C:38]2[C:33](=[CH:34][CH:35]=[CH:36][CH:37]=2)[CH:32]=[CH:31]1. The catalyst is ClCCCl.CN(C=O)C. The product is [NH:30]1[C:38]2[C:33](=[CH:34][CH:35]=[CH:36][CH:37]=2)[C:32]([S:11][C:12]2[CH:22]=[CH:21][CH:20]=[CH:19][C:13]=2[C:14]([N:16]([CH3:17])[CH3:18])=[O:15])=[CH:31]1. The yield is 0.260. (2) The reactants are Cl[C:2]1[N:7]=[C:6]([CH2:8][C:9]2[C:14]([Cl:15])=[CH:13][CH:12]=[CH:11][C:10]=2[Cl:16])[N:5]=[C:4]([NH:17][C:18]2[CH:25]=[CH:24][C:21]([C:22]#[N:23])=[CH:20][CH:19]=2)[N:3]=1.[NH2:26][CH2:27][C:28]([NH2:30])=[O:29].C(N(CC)C(C)C)(C)C. The catalyst is O1CCOCC1. The product is [C:22]([C:21]1[CH:20]=[CH:19][C:18]([NH:17][C:4]2[N:5]=[C:6]([CH2:8][C:9]3[C:14]([Cl:15])=[CH:13][CH:12]=[CH:11][C:10]=3[Cl:16])[N:7]=[C:2]([NH:26][CH2:27][C:28]([NH2:30])=[O:29])[N:3]=2)=[CH:25][CH:24]=1)#[N:23]. The yield is 0.414. (3) The reactants are C([O:4][CH2:5][C:6]([CH3:35])([CH3:34])[CH2:7][C@H:8]([N:25]([C:27](OC(C)(C)C)=[O:28])[CH3:26])[CH2:9][O:10][C:11](=[O:24])[NH:12][C:13]1[N:14]=[CH:15][C:16]2[C:21]([CH:22]=1)=[CH:20][C:19]([F:23])=[CH:18][CH:17]=2)(=O)C.Cl.CCN(C(C)C)C(C)C.[Cl:46][C:47]1[C:66]([F:67])=[CH:65][CH:64]=[CH:63][C:48]=1[CH2:49][NH:50]C(=O)OC1C=CC([N+]([O-])=O)=CC=1. The yield is 0.530. The catalyst is C1COCC1. The product is [F:23][C:19]1[CH:20]=[C:21]2[C:16](=[CH:17][CH:18]=1)[CH:15]=[N:14][C:13]([NH:12][C:11](=[O:24])[O:10][CH2:9][C@@H:8]([N:25]([CH3:26])[C:27]([NH:50][CH2:49][C:48]1[CH:63]=[CH:64][CH:65]=[C:66]([F:67])[C:47]=1[Cl:46])=[O:28])[CH2:7][C:6]([CH3:35])([CH3:34])[CH2:5][OH:4])=[CH:22]2. (4) The reactants are [CH:1]1([CH2:4][NH:5][C:6]2[C:11]([NH2:12])=[CH:10][CH:9]=[CH:8][N:7]=2)[CH2:3][CH2:2]1.[Cl:13][C:14]1[CH:19]=[CH:18][C:17]([C:20](=O)[C:21](O)=[O:22])=[CH:16][CH:15]=1. The catalyst is CO. The product is [Cl:13][C:14]1[CH:19]=[CH:18][C:17]([C:20]2[C:21](=[O:22])[N:5]([CH2:4][CH:1]3[CH2:2][CH2:3]3)[C:6]3[N:7]=[CH:8][CH:9]=[CH:10][C:11]=3[N:12]=2)=[CH:16][CH:15]=1. The yield is 0.365. (5) The reactants are [Cl:1][C:2]1[CH:8]=[CH:7][C:5]([NH2:6])=[CH:4][CH:3]=1.[N+:9]([O-:12])([OH:11])=[O:10].[N:13]#[C:14][NH2:15]. The catalyst is CCO. The product is [N+:9]([O-:12])([OH:11])=[O:10].[Cl:1][C:2]1[CH:8]=[CH:7][C:5]([NH:6][C:14]([NH2:15])=[NH:13])=[CH:4][CH:3]=1. The yield is 0.440. (6) The reactants are CO[C:3](=[O:26])[C:4]1[CH:9]=[CH:8][C:7]([O:10][CH2:11][C:12]2[C:13]([C:18]3[CH:23]=[C:22]([F:24])[CH:21]=[CH:20][C:19]=3[F:25])=[N:14][O:15][C:16]=2[CH3:17])=[N:6][CH:5]=1.[NH2:27][CH:28]1[CH2:33][CH2:32][O:31][CH2:30][CH2:29]1. No catalyst specified. The product is [F:25][C:19]1[CH:20]=[CH:21][C:22]([F:24])=[CH:23][C:18]=1[C:13]1[C:12]([CH2:11][O:10][C:7]2[CH:8]=[CH:9][C:4]([C:3]([NH:27][CH:28]3[CH2:33][CH2:32][O:31][CH2:30][CH2:29]3)=[O:26])=[CH:5][N:6]=2)=[C:16]([CH3:17])[O:15][N:14]=1. The yield is 0.710.